This data is from Full USPTO retrosynthesis dataset with 1.9M reactions from patents (1976-2016). The task is: Predict the reactants needed to synthesize the given product. (1) Given the product [OH:24][CH2:23][CH2:22][N:17]1[CH2:18][CH2:19][CH:14]([CH2:13][C:12]([NH:11][C:8]2[CH:9]=[CH:10][C:5]([S:2]([CH3:1])(=[O:4])=[O:3])=[CH:6][CH:7]=2)=[O:20])[CH2:15][CH2:16]1, predict the reactants needed to synthesize it. The reactants are: [CH3:1][S:2]([C:5]1[CH:10]=[CH:9][C:8]([NH:11][C:12](=[O:20])[CH2:13][CH:14]2[CH2:19][CH2:18][NH:17][CH2:16][CH2:15]2)=[CH:7][CH:6]=1)(=[O:4])=[O:3].Cl[CH2:22][CH2:23][OH:24].[I-].[Na+].CCN(C(C)C)C(C)C. (2) Given the product [P:18]([O-:21])([O-:20])([OH:19])=[O:17].[NH2:1][C:2]1[C:3]([C:4]([OH:6])=[O:5])=[CH:7][CH:8]=[CH:9][C:10]=1[NH3+:11].[NH2:1][C:2]1[C:3]([C:4]([OH:6])=[O:5])=[CH:7][CH:8]=[CH:9][C:10]=1[NH3+:11], predict the reactants needed to synthesize it. The reactants are: [NH2:1][C:2]1[C:10]([NH2:11])=[CH:9][CH:8]=[CH:7][C:3]=1[C:4]([O-:6])=[O:5].[NH4+].CC(C)=O.[OH:17][P:18]([OH:21])([OH:20])=[O:19]. (3) Given the product [Br:8][C:9]1[C:18]([O:19][S:20]([C:23]([F:26])([F:24])[F:25])(=[O:21])=[O:22])=[CH:17][C:12]([C:13]([O:15][CH3:16])=[O:14])=[CH:11][C:10]=1[O:7][CH3:6], predict the reactants needed to synthesize it. The reactants are: CI.CN([CH:6]=[O:7])C.[Br:8][C:9]1[C:18]([O:19][S:20]([C:23]([F:26])([F:25])[F:24])(=[O:22])=[O:21])=[CH:17][C:12]([C:13]([O:15][CH3:16])=[O:14])=[CH:11][C:10]=1O.C(=O)([O-])[O-].[K+].[K+]. (4) Given the product [N:8]1[N:5]2[CH:6]=[CH:7][C:2]([C:19]3[CH2:24][CH2:23][N:22]([C:25]([O:27][C:28]([CH3:31])([CH3:30])[CH3:29])=[O:26])[CH2:21][CH:20]=3)=[N:3][C:4]2=[CH:10][CH:9]=1, predict the reactants needed to synthesize it. The reactants are: Cl[C:2]1[CH:7]=[CH:6][N:5]2[N:8]=[CH:9][CH:10]=[C:4]2[N:3]=1.CC1(C)C(C)(C)OB([C:19]2[CH2:24][CH2:23][N:22]([C:25]([O:27][C:28]([CH3:31])([CH3:30])[CH3:29])=[O:26])[CH2:21][CH:20]=2)O1.C(=O)([O-])[O-].[Na+].[Na+].C(Cl)Cl. (5) Given the product [N:7]1[C:6]2[CH:8]=[CH:9][CH:10]=[CH:11][C:5]=2[NH:4][C:3]=1[CH2:2][NH:17][CH2:12][CH2:13][CH:14]([CH3:16])[CH3:15], predict the reactants needed to synthesize it. The reactants are: Cl[CH2:2][C:3]1[NH:4][C:5]2[CH:11]=[CH:10][CH:9]=[CH:8][C:6]=2[N:7]=1.[CH2:12]([NH2:17])[CH2:13][CH:14]([CH3:16])[CH3:15]. (6) Given the product [CH3:30][C@H:26]1[CH2:27][CH2:28][CH2:29][N:25]1[C:22]1[N:20]2[CH:21]=[C:16]([O:12][C@H:5]3[C:6]4[C:11](=[CH:10][CH:9]=[CH:8][CH:7]=4)[C@@H:2]([NH2:1])[CH2:3][CH2:4]3)[CH:17]=[CH:18][C:19]2=[N:24][N:23]=1, predict the reactants needed to synthesize it. The reactants are: [NH2:1][C@@H:2]1[C:11]2[C:6](=[CH:7][CH:8]=[CH:9][CH:10]=2)[C@H:5]([OH:12])[CH2:4][CH2:3]1.[H-].[Na+].F[C:16]1[CH:17]=[CH:18][C:19]2[N:20]([C:22]([N:25]3[CH2:29][CH2:28][CH2:27][C@@H:26]3[CH3:30])=[N:23][N:24]=2)[CH:21]=1.